Dataset: Experimentally validated miRNA-target interactions with 360,000+ pairs, plus equal number of negative samples. Task: Binary Classification. Given a miRNA mature sequence and a target amino acid sequence, predict their likelihood of interaction. The miRNA is hsa-miR-215-5p with sequence AUGACCUAUGAAUUGACAGAC. The protein sequence of the target gene is MIRCGLACERCRWILPLLLLSAIAFDIIALAGRGWLQSSDHGQTSSLWWKCSQEGGGSGSYEEGCQSLMEYAWGRAAAAMLFCGFIILVICFILSFFALCGPQMLVFLRVIGGLLALAAVFQIISLVIYPVKYTQTFTLHANPAVTYIYNWAYGFGWAATIILIGCAFFFCCLPNYEDDLLGNAKPRYFYTSA. Result: 1 (interaction).